From a dataset of Full USPTO retrosynthesis dataset with 1.9M reactions from patents (1976-2016). Predict the reactants needed to synthesize the given product. (1) Given the product [Br:1][C:2]1[CH:11]=[CH:10][C:9]2[N:8]=[CH:7][C:6]3[N:12]([CH3:27])[C:13](=[O:25])[N:14]([C:15]4[CH:20]=[CH:19][CH:18]=[C:17]([C:21]([F:24])([F:23])[F:22])[CH:16]=4)[C:5]=3[C:4]=2[CH:3]=1, predict the reactants needed to synthesize it. The reactants are: [Br:1][C:2]1[CH:11]=[CH:10][C:9]2[N:8]=[CH:7][C:6]3[NH:12][C:13](=[O:25])[N:14]([C:15]4[CH:20]=[CH:19][CH:18]=[C:17]([C:21]([F:24])([F:23])[F:22])[CH:16]=4)[C:5]=3[C:4]=2[CH:3]=1.I[CH3:27].[H-].[Na+]. (2) Given the product [C:37]([C:36]1[CH:39]=[CH:40][C:33]([NH:32][C:2]2[C:10]3[O:9][CH2:8][C@@H:7]([N:11]([C:26](=[O:31])[C:27]([F:30])([F:29])[F:28])[C:12]4[CH:25]=[CH:24][C:15]5[C@H:16]([CH2:19][C:20]([O:22][CH3:23])=[O:21])[CH2:17][O:18][C:14]=5[CH:13]=4)[C:6]=3[CH:5]=[CH:4][CH:3]=2)=[C:34]([F:41])[CH:35]=1)#[N:38], predict the reactants needed to synthesize it. The reactants are: Br[C:2]1[C:10]2[O:9][CH2:8][C@@H:7]([N:11]([C:26](=[O:31])[C:27]([F:30])([F:29])[F:28])[C:12]3[CH:25]=[CH:24][C:15]4[C@H:16]([CH2:19][C:20]([O:22][CH3:23])=[O:21])[CH2:17][O:18][C:14]=4[CH:13]=3)[C:6]=2[CH:5]=[CH:4][CH:3]=1.[NH2:32][C:33]1[CH:40]=[CH:39][C:36]([C:37]#[N:38])=[CH:35][C:34]=1[F:41].C1(P(C2C=CC=CC=2)C2C3OC4C(=CC=CC=4P(C4C=CC=CC=4)C4C=CC=CC=4)C(C)(C)C=3C=CC=2)C=CC=CC=1.C(=O)([O-])[O-].[Cs+].[Cs+]. (3) The reactants are: [CH2:1]([N:8]1[CH2:13][CH2:12][N:11]([C:14]2[CH:19]=[CH:18][C:17]([N+:20]([O-])=O)=[CH:16][CH:15]=2)[CH2:10][CH2:9]1)[C:2]1[CH:7]=[CH:6][CH:5]=[CH:4][CH:3]=1.[Cl-].[Ca+2].[Cl-]. Given the product [CH2:1]([N:8]1[CH2:9][CH2:10][N:11]([C:14]2[CH:15]=[CH:16][C:17]([NH2:20])=[CH:18][CH:19]=2)[CH2:12][CH2:13]1)[C:2]1[CH:3]=[CH:4][CH:5]=[CH:6][CH:7]=1, predict the reactants needed to synthesize it. (4) Given the product [CH3:14][CH:13]([S:10]([NH:9][CH2:8][CH:7]([O:6][C:5]1[CH:17]=[CH:18][C:2]([C:21]2[CH:22]=[CH:23][CH:24]=[CH:25][C:20]=2[CH3:19])=[CH:3][CH:4]=1)[CH3:16])(=[O:12])=[O:11])[CH3:15], predict the reactants needed to synthesize it. The reactants are: Br[C:2]1[CH:18]=[CH:17][C:5]([O:6][CH:7]([CH3:16])[CH2:8][NH:9][S:10]([CH:13]([CH3:15])[CH3:14])(=[O:12])=[O:11])=[CH:4][CH:3]=1.[CH3:19][C:20]1[CH:25]=[CH:24][CH:23]=[CH:22][C:21]=1B(O)O.C(=O)([O-])[O-].[Na+].[Na+]. (5) Given the product [Cl:25][C:26]1[CH:27]=[C:28]([C:29]2[O:1][N:2]=[C:3]([C:4]3[C:14]4[CH2:13][CH2:12][N:11]([C:15]([O:17][C:18]([CH3:19])([CH3:21])[CH3:20])=[O:16])[CH2:10][CH2:9][C:8]=4[CH:7]=[CH:6][CH:5]=3)[N:22]=2)[CH:33]=[CH:34][C:35]=1[O:36][CH:37]([CH3:38])[CH3:39], predict the reactants needed to synthesize it. The reactants are: [OH:1][NH:2][C:3](=[NH:22])[C:4]1[C:14]2[CH2:13][CH2:12][N:11]([C:15]([O:17][C:18]([CH3:21])([CH3:20])[CH3:19])=[O:16])[CH2:10][CH2:9][C:8]=2[CH:7]=[CH:6][CH:5]=1.[H-].[Na+].[Cl:25][C:26]1[CH:27]=[C:28]([CH:33]=[CH:34][C:35]=1[O:36][CH:37]([CH3:39])[CH3:38])[C:29](OC)=O. (6) Given the product [C:1]([O:5][C:6](=[O:23])[NH:7][C:8]1[CH:13]=[CH:12][C:11]([CH:14]([CH2:15][NH2:16])[CH2:19][NH2:20])=[CH:10][CH:9]=1)([CH3:4])([CH3:2])[CH3:3], predict the reactants needed to synthesize it. The reactants are: [C:1]([O:5][C:6](=[O:23])[NH:7][C:8]1[CH:13]=[CH:12][C:11]([CH:14]([CH2:19][N:20]=[N+]=[N-])[CH2:15][N:16]=[N+]=[N-])=[CH:10][CH:9]=1)([CH3:4])([CH3:3])[CH3:2].